This data is from Forward reaction prediction with 1.9M reactions from USPTO patents (1976-2016). The task is: Predict the product of the given reaction. (1) Given the reactants [NH2:1][C:2]1[CH:7]=[CH:6][CH:5]=[CH:4][C:3]=1[CH:8]1[N:13]2[N:14]=[C:15]([C:19]3[CH:24]=[CH:23][C:22]([OH:25])=[CH:21][CH:20]=3)[C:16]([C:17]#[N:18])=[C:12]2[NH:11][CH2:10][CH2:9]1.Br[CH2:27][CH:28]1[CH2:30][CH2:29]1.C([O-])([O-])=O.[K+].[K+], predict the reaction product. The product is: [NH2:1][C:2]1[CH:7]=[CH:6][CH:5]=[CH:4][C:3]=1[CH:8]1[N:13]2[N:14]=[C:15]([C:19]3[CH:20]=[CH:21][C:22]([O:25][CH2:27][CH:28]4[CH2:30][CH2:29]4)=[CH:23][CH:24]=3)[C:16]([C:17]#[N:18])=[C:12]2[NH:11][CH2:10][CH2:9]1. (2) Given the reactants [N+:1]([C:4]1[CH:5]=[C:6]2[C:10](=[CH:11][CH:12]=1)[CH2:9][C:8]1([C:16](=[O:17])[NH:15][C:14](=[O:18])[NH:13]1)[CH2:7]2)([O-:3])=[O:2].[CH3:19][O:20][C:21]1[CH:28]=[CH:27][C:24]([CH2:25]O)=[CH:23][CH:22]=1.N(C(OCC)=O)=NC(OCC)=O.C1(P(C2C=CC=CC=2)C2C=CC=CC=2)C=CC=CC=1, predict the reaction product. The product is: [CH3:19][O:20][C:21]1[CH:28]=[CH:27][C:24]([CH2:25][N:15]2[C:16](=[O:17])[C:8]3([CH2:7][C:6]4[C:10](=[CH:11][CH:12]=[C:4]([N+:1]([O-:3])=[O:2])[CH:5]=4)[CH2:9]3)[NH:13][C:14]2=[O:18])=[CH:23][CH:22]=1. (3) Given the reactants [F:1][C:2]([F:25])([F:24])[C:3]1[C:16]2[C:7](=[CH:8][C:9]3[CH2:10][CH2:11][CH:12](C)[N:13]([CH2:17][C:18]([F:21])([F:20])[F:19])[C:14]=3[CH:15]=2)[NH:6][C:5](=[O:23])[CH:4]=1.C(OC(O)C(F)(F)F)C, predict the reaction product. The product is: [F:25][C:2]([F:1])([F:24])[C:3]1[C:16]2[C:7](=[CH:8][C:9]3[CH2:10][CH2:11][CH2:12][N:13]([CH2:17][C:18]([F:21])([F:20])[F:19])[C:14]=3[CH:15]=2)[NH:6][C:5](=[O:23])[CH:4]=1. (4) Given the reactants [CH3:1][O:2][C:3]([O:7][CH3:8])([O:5][CH3:6])[CH3:4].O(C)[Na].[Cl:12]Cl, predict the reaction product. The product is: [Cl:12][CH2:4][C:3]([O:7][CH3:8])([O:5][CH3:6])[O:2][CH3:1]. (5) Given the reactants [CH3:1][C:2]1([CH3:10])[CH2:8][C:7](=O)[O:6][C:4](=[O:5])[CH2:3]1.[H-].[Al+3].[Li+].[H-].[H-].[H-].O.[OH-].[Na+], predict the reaction product. The product is: [CH3:1][C:2]([CH3:10])([CH2:8][CH2:7][OH:6])[CH2:3][CH2:4][OH:5]. (6) Given the reactants [NH2:1][C@H:2]1[CH2:7][CH2:6][CH2:5][N:4](C(OC(C)(C)C)=O)[CH2:3]1.[C:15]([C:19]1[CH:27]=[C:26]2[C:22]([CH:23]=[C:24]([C:28](O)=[O:29])[NH:25]2)=[CH:21][CH:20]=1)([CH3:18])([CH3:17])[CH3:16].N, predict the reaction product. The product is: [C:15]([C:19]1[CH:27]=[C:26]2[C:22]([CH:23]=[C:24]([C:28]([NH:1][C@H:2]3[CH2:7][CH2:6][CH2:5][NH:4][CH2:3]3)=[O:29])[NH:25]2)=[CH:21][CH:20]=1)([CH3:18])([CH3:16])[CH3:17].